This data is from Catalyst prediction with 721,799 reactions and 888 catalyst types from USPTO. The task is: Predict which catalyst facilitates the given reaction. (1) Reactant: [NH2:1][C:2]1[C:7]([NH:8][C:9]2[CH:14]=[CH:13][C:12]([I:15])=[CH:11][C:10]=2[F:16])=[C:6]([CH3:17])[C:5](=[O:18])[N:4]2[CH2:19][CH2:20][O:21][C:3]=12.[CH:22]1([S:26](Cl)(=[O:28])=[O:27])[CH2:25][CH2:24][CH2:23]1. Product: [F:16][C:10]1[CH:11]=[C:12]([I:15])[CH:13]=[CH:14][C:9]=1[NH:8][C:7]1[C:2]([NH:1][S:26]([CH:22]2[CH2:25][CH2:24][CH2:23]2)(=[O:28])=[O:27])=[C:3]2[O:21][CH2:20][CH2:19][N:4]2[C:5](=[O:18])[C:6]=1[CH3:17]. The catalyst class is: 17. (2) Reactant: [Br:1][C:2]1[CH:7]=[CH:6][C:5]([CH2:8][C:9]([O:11][CH2:12][CH3:13])=[O:10])=[CH:4][CH:3]=1.[H-].[Na+].Br[CH2:17][CH2:18][O:19][CH2:20][CH2:21]Br.[Cl-].[NH4+]. Product: [Br:1][C:2]1[CH:3]=[CH:4][C:5]([C:8]2([C:9]([O:11][CH2:12][CH3:13])=[O:10])[CH2:21][CH2:20][O:19][CH2:18][CH2:17]2)=[CH:6][CH:7]=1. The catalyst class is: 3. (3) Reactant: Cl[C:2]1[N:7]=[CH:6][N:5]=[C:4]([C:8]2[C:16]3[C:11](=[N:12][CH:13]=[CH:14][CH:15]=3)[N:10](S(C3C=CC(C)=CC=3)(=O)=O)[CH:9]=2)[CH:3]=1.[C:27]([N:30]1[CH2:36][CH2:35][CH2:34][NH:33][CH2:32][CH2:31]1)(=[O:29])[CH3:28].C(=O)([O-])[O-].[K+].[K+].[OH-].[Na+]. Product: [NH:10]1[C:11]2=[N:12][CH:13]=[CH:14][CH:15]=[C:16]2[C:8]([C:4]2[N:5]=[CH:6][N:7]=[C:2]([N:33]3[CH2:34][CH2:35][CH2:36][N:30]([C:27](=[O:29])[CH3:28])[CH2:31][CH2:32]3)[CH:3]=2)=[CH:9]1. The catalyst class is: 121. (4) Reactant: Br[C:2]1[CH:7]=[CH:6][C:5]([CH:8]([N:13]2[CH2:27][CH2:26][C:16]3([O:21][CH2:20][C:19](=[O:22])[N:18]([CH:23]4[CH2:25][CH2:24]4)[CH2:17]3)[CH2:15][CH2:14]2)[C:9]([NH:11][CH3:12])=[O:10])=[C:4]([F:28])[CH:3]=1.CC1(C)C(C)(C)OB([C:37]2[CH:46]=[C:45]3[C:40]([CH:41]=[CH:42][CH:43]=[N:44]3)=[CH:39][CH:38]=2)O1.C(=O)([O-])[O-].[K+].[K+]. Product: [CH:23]1([N:18]2[CH2:17][C:16]3([CH2:26][CH2:27][N:13]([CH:8]([C:5]4[CH:6]=[CH:7][C:2]([C:37]5[CH:46]=[C:45]6[C:40]([CH:41]=[CH:42][CH:43]=[N:44]6)=[CH:39][CH:38]=5)=[CH:3][C:4]=4[F:28])[C:9]([NH:11][CH3:12])=[O:10])[CH2:14][CH2:15]3)[O:21][CH2:20][C:19]2=[O:22])[CH2:25][CH2:24]1. The catalyst class is: 368. (5) Reactant: C(=O)([O-])[O-].[Cs+].[Cs+].Cl.[C:8]1([C:14]2[C:23]3[C:18](=[CH:19][CH:20]=[CH:21][CH:22]=3)[C:17]([NH:24][C:25]3[CH:30]=[CH:29][C:28]([OH:31])=[CH:27][CH:26]=3)=[N:16][N:15]=2)[CH:13]=[CH:12][CH:11]=[CH:10][CH:9]=1.Cl[C:33]1[C:38]([I:39])=[CH:37][N:36]=[CH:35][N:34]=1. Product: [I:39][C:38]1[C:33]([O:31][C:28]2[CH:27]=[CH:26][C:25]([NH:24][C:17]3[C:18]4[C:23](=[CH:22][CH:21]=[CH:20][CH:19]=4)[C:14]([C:8]4[CH:9]=[CH:10][CH:11]=[CH:12][CH:13]=4)=[N:15][N:16]=3)=[CH:30][CH:29]=2)=[N:34][CH:35]=[N:36][CH:37]=1. The catalyst class is: 58. (6) Reactant: Cl.[NH2:2][CH2:3][C:4](=O)[CH2:5][CH2:6][C:7]([OH:9])=[O:8].[CH2:11]([O:13][C:14](=[O:28])[C:15]1[CH:20]=[CH:19][CH:18]=[C:17]([S:21]([CH2:24][C:25](=O)[CH3:26])(=[O:23])=[O:22])[CH:16]=1)[CH3:12].C([O-])(=O)C.[Na+]. Product: [CH2:11]([O:13][C:14](=[O:28])[C:15]1[CH:20]=[CH:19][CH:18]=[C:17]([S:21]([C:24]2[C:4]([CH2:5][CH2:6][C:7]([OH:9])=[O:8])=[CH:3][NH:2][C:25]=2[CH3:26])(=[O:23])=[O:22])[CH:16]=1)[CH3:12]. The catalyst class is: 97.